From a dataset of Catalyst prediction with 721,799 reactions and 888 catalyst types from USPTO. Predict which catalyst facilitates the given reaction. (1) Reactant: [CH3:1][O:2][C:3]1[C:13]2[CH2:12][CH2:11][NH:10][CH2:9][CH2:8][C:7]=2[CH:6]=[CH:5][CH:4]=1.[ClH:14].CCCCCCC. Product: [ClH:14].[CH3:1][O:2][C:3]1[C:13]2[CH2:12][CH2:11][NH:10][CH2:9][CH2:8][C:7]=2[CH:6]=[CH:5][CH:4]=1. The catalyst class is: 8. (2) Reactant: C(=O)([O-])[O-].[K+].[K+].[CH:7]([S:11]([NH:14][C:15](=[O:25])[C:16]1[CH:21]=[C:20]([F:22])[C:19](F)=[CH:18][C:17]=1[F:24])(=[O:13])=[O:12])([CH2:9][CH3:10])[CH3:8].[Cl:26][C:27]1[CH:28]=[C:29]([OH:35])[CH:30]=[N:31][C:32]=1[O:33][CH3:34]. Product: [CH:7]([S:11]([NH:14][C:15](=[O:25])[C:16]1[CH:21]=[C:20]([F:22])[C:19]([O:35][C:29]2[CH:30]=[N:31][C:32]([O:33][CH3:34])=[C:27]([Cl:26])[CH:28]=2)=[CH:18][C:17]=1[F:24])(=[O:13])=[O:12])([CH2:9][CH3:10])[CH3:8]. The catalyst class is: 58. (3) Reactant: [C:1]1([N:7]([C:18]2[CH:23]=[CH:22][C:21](B3OC(C)(C)C(C)(C)O3)=[CH:20][CH:19]=2)[C:8]2[C:17]3[C:12](=[CH:13][CH:14]=[CH:15][CH:16]=3)[CH:11]=[CH:10][CH:9]=2)[CH:6]=[CH:5][CH:4]=[CH:3][CH:2]=1.Br[C:34]1[CH:39]=[N:38][C:37]([Br:40])=[CH:36][N:35]=1.C([O-])([O-])=O.[K+].[K+]. Product: [Br:40][C:37]1[N:38]=[CH:39][C:34]([C:4]2[CH:3]=[CH:2][C:1]([N:7]([C:18]3[CH:23]=[CH:22][CH:21]=[CH:20][CH:19]=3)[C:8]3[C:17]4[C:12](=[CH:13][CH:14]=[CH:15][CH:16]=4)[CH:11]=[CH:10][CH:9]=3)=[CH:6][CH:5]=2)=[N:35][CH:36]=1. The catalyst class is: 70. (4) Reactant: Cl[C:2]1[N:10]=[C:9]2[C:5]([N:6]=[CH:7][N:8]2[CH:11]2[CH2:15][CH2:14][CH2:13][CH2:12]2)=[C:4]([NH:16][CH2:17][C:18]2[CH:19]=[N:20][C:21]([C:24]3[S:25][CH:26]=[CH:27][CH:28]=3)=[CH:22][CH:23]=2)[N:3]=1.[NH2:29][C@H:30]1[CH2:35][CH2:34][C@H:33]([NH2:36])[CH2:32][CH2:31]1. Product: [NH2:29][CH:30]1[CH2:35][CH2:34][CH:33]([NH:36][C:2]2[N:10]=[C:9]3[C:5]([N:6]=[CH:7][N:8]3[CH:11]3[CH2:12][CH2:13][CH2:14][CH2:15]3)=[C:4]([NH:16][CH2:17][C:18]3[CH:19]=[N:20][C:21]([C:24]4[S:25][CH:26]=[CH:27][CH:28]=4)=[CH:22][CH:23]=3)[N:3]=2)[CH2:32][CH2:31]1. The catalyst class is: 6. (5) Reactant: Cl[C:2](Cl)([O:4]C(=O)OC(Cl)(Cl)Cl)Cl.Cl.[NH2:14][CH2:15][C:16]1[CH:23]=[CH:22][C:19]([C:20]#[N:21])=[CH:18][CH:17]=1.CCN(CC)CC.[N:31]1([C:37]([O:39][C:40]([CH3:43])([CH3:42])[CH3:41])=[O:38])[CH2:36][CH2:35][NH:34][CH2:33][CH2:32]1. Product: [C:20]([C:19]1[CH:22]=[CH:23][C:16]([CH2:15][NH:14][C:2]([N:34]2[CH2:35][CH2:36][N:31]([C:37]([O:39][C:40]([CH3:43])([CH3:42])[CH3:41])=[O:38])[CH2:32][CH2:33]2)=[O:4])=[CH:17][CH:18]=1)#[N:21]. The catalyst class is: 291.